Dataset: Full USPTO retrosynthesis dataset with 1.9M reactions from patents (1976-2016). Task: Predict the reactants needed to synthesize the given product. Given the product [CH3:1][C:2]1[O:3][C:4]2[CH:10]=[C:9]([C:11]([Cl:16])=[O:13])[CH:8]=[CH:7][C:5]=2[N:6]=1, predict the reactants needed to synthesize it. The reactants are: [CH3:1][C:2]1[O:3][C:4]2[CH:10]=[C:9]([C:11]([OH:13])=O)[CH:8]=[CH:7][C:5]=2[N:6]=1.O=S(Cl)[Cl:16].